The task is: Binary Classification. Given a drug SMILES string, predict its activity (active/inactive) in a high-throughput screening assay against a specified biological target.. This data is from HIV replication inhibition screening data with 41,000+ compounds from the AIDS Antiviral Screen. (1) The compound is Cc1cccc(-n2c(N)c(-c3nc4ccccc4[nH]3)sc2=S)c1. The result is 0 (inactive). (2) The compound is CC1(C)CC(=O)C(C(CC(c2ccccc2)c2cc3c(cc2O)OCO3)C2=C(O)CC(C)(C)CC2=O)=C(O)C1. The result is 0 (inactive). (3) The drug is Cc1cc2c(C(C)C)c(O)c(O)c(C=Nc3ccccc3O)c2c(O)c1-c1c(C)cc2c(C(C)C)c(O)c(O)c(C=Nc3ccccc3O)c2c1O. The result is 0 (inactive).